From a dataset of Forward reaction prediction with 1.9M reactions from USPTO patents (1976-2016). Predict the product of the given reaction. (1) Given the reactants [C:1]([SiH2:5][O:6][C:7]([CH3:18])([CH3:17])[C:8]1[CH:9]=[C:10]([CH:13]=[CH:14][C:15]=1[Cl:16])[CH2:11][NH2:12])([CH3:4])([CH3:3])[CH3:2].[CH:19]1([CH:22]=O)[CH2:21][CH2:20]1.[BH4-].[Na+].CCN(C(C)C)C(C)C.[CH3:35][C:36]([O:39][C:40]([O:42][C:43]([O:45][C:46]([CH3:49])([CH3:48])[CH3:47])=[O:44])=[O:41])([CH3:38])[CH3:37], predict the reaction product. The product is: [C:36]([O:39][C:40](=[O:41])[N:12]([CH2:11][C:10]1[CH:13]=[CH:14][C:15]([Cl:16])=[C:8]([C:7]([CH3:18])([CH3:17])[O:6][SiH2:5][C:1]([CH3:4])([CH3:2])[CH3:3])[CH:9]=1)[CH2:22][CH:19]1[CH2:20][CH2:21]1)([CH3:38])([CH3:37])[CH3:35].[CH3:38][C:36]([O:39][C:40]([O:42][C:43]([O:45][C:46]([CH3:49])([CH3:48])[CH3:47])=[O:44])=[O:41])([CH3:35])[CH3:37]. (2) Given the reactants [N:1]1[CH:6]=[CH:5][CH:4]=[CH:3][C:2]=1[C:7]([OH:9])=O.CCN=C=NCCCN(C)C.Cl.C1C=CC2N(O)N=NC=2C=1.CCN(C(C)C)C(C)C.[NH2:41][CH:42]([C:48]#[N:49])[C:43]([O:45][CH2:46][CH3:47])=[O:44], predict the reaction product. The product is: [C:48]([CH:42]([NH:41][C:7](=[O:9])[C:2]1[CH:3]=[CH:4][CH:5]=[CH:6][N:1]=1)[C:43]([O:45][CH2:46][CH3:47])=[O:44])#[N:49]. (3) Given the reactants [CH3:1][C:2]([CH3:42])([CH3:41])[CH2:3][O:4][C:5]1[CH:6]=[C:7]([C:15]2[C:16]([C:39]#[N:40])=[N:17][N:18](C(C3C=CC=CC=3)(C3C=CC=CC=3)C3C=CC=CC=3)[N:19]=2)[CH:8]=[C:9]([C:11]([F:14])([F:13])[F:12])[CH:10]=1.CC(O)=O, predict the reaction product. The product is: [CH3:1][C:2]([CH3:42])([CH3:41])[CH2:3][O:4][C:5]1[CH:6]=[C:7]([C:15]2[N:19]=[N:18][NH:17][C:16]=2[C:39]#[N:40])[CH:8]=[C:9]([C:11]([F:13])([F:14])[F:12])[CH:10]=1. (4) Given the reactants [OH-].[Na+].[CH:3]1([C:6]2[C:11]([C:12]3[CH:17]=[CH:16][C:15]([F:18])=[CH:14][C:13]=3[F:19])=[C:10]([F:20])[C:9]([O:21][CH3:22])=[C:8]([CH2:23][N:24]3[CH2:29][CH2:28][CH:27]([N:30]4[CH2:39][CH2:38][C:37]5[N:36]=[C:35]([CH2:40][CH2:41][CH3:42])[C:34]([C:43]([O:45]C)=[O:44])=[CH:33][C:32]=5[C:31]4=[O:47])[CH2:26][CH2:25]3)[CH:7]=2)[CH2:5][CH2:4]1, predict the reaction product. The product is: [CH:3]1([C:6]2[C:11]([C:12]3[CH:17]=[CH:16][C:15]([F:18])=[CH:14][C:13]=3[F:19])=[C:10]([F:20])[C:9]([O:21][CH3:22])=[C:8]([CH2:23][N:24]3[CH2:25][CH2:26][CH:27]([N:30]4[CH2:39][CH2:38][C:37]5[N:36]=[C:35]([CH2:40][CH2:41][CH3:42])[C:34]([C:43]([OH:45])=[O:44])=[CH:33][C:32]=5[C:31]4=[O:47])[CH2:28][CH2:29]3)[CH:7]=2)[CH2:5][CH2:4]1. (5) Given the reactants [C:1](Cl)(=O)[C:2]([Cl:4])=[O:3].[CH3:7][C@H:8]1[CH2:13][CH2:12][C@H](C(O)=O)[CH2:10][CH2:9]1, predict the reaction product. The product is: [CH3:7][C@H:8]1[CH2:13][CH2:12][C@H:1]([C:2]([Cl:4])=[O:3])[CH2:10][CH2:9]1. (6) Given the reactants [Br:1][C:2]1[CH:3]=[N:4][N:5]([CH:7]([C:14]2[CH:19]=[CH:18][CH:17]=[CH:16][CH:15]=2)[CH2:8][CH:9](OC)[O:10]C)[CH:6]=1.Cl, predict the reaction product. The product is: [Br:1][C:2]1[CH:3]=[N:4][N:5]([CH:7]([C:14]2[CH:19]=[CH:18][CH:17]=[CH:16][CH:15]=2)[CH2:8][CH:9]=[O:10])[CH:6]=1. (7) The product is: [C:25]1([NH:26][C:27]([C:29]2[C:38]([O:39][C:2]3[C:11]4[C:6](=[CH:7][C:8]([O:14][CH3:15])=[C:9]([O:12][CH3:13])[CH:10]=4)[N:5]=[CH:4][CH:3]=3)=[CH:37][C:36]3[C:31](=[CH:32][CH:33]=[CH:34][CH:35]=3)[CH:30]=2)=[O:28])[C:19]2[C:20](=[CH:21][CH:16]=[CH:17][CH:18]=2)[CH:22]=[CH:23][CH:24]=1. Given the reactants Cl[C:2]1[C:11]2[C:6](=[CH:7][C:8]([O:14][CH3:15])=[C:9]([O:12][CH3:13])[CH:10]=2)[N:5]=[CH:4][CH:3]=1.[CH:16]1[CH:21]=[C:20]2[CH:22]=[CH:23][CH:24]=[C:25]([NH:26][C:27]([C:29]3[C:38]([OH:39])=[CH:37][C:36]4[C:31](=[CH:32][CH:33]=[CH:34][CH:35]=4)[CH:30]=3)=[O:28])[C:19]2=[CH:18][CH:17]=1.O, predict the reaction product. (8) Given the reactants [O:1]1[CH:5]=[CH:4][C:3]([C:6]2[N:11]3[N:12]=[C:13]([NH2:15])[N:14]=[C:10]3[CH:9]=[CH:8][CH:7]=2)=[CH:2]1.[O:16]1[C:21]2[CH:22]=[CH:23][C:24]([C:26](Cl)=[O:27])=[CH:25][C:20]=2[O:19][CH2:18][CH2:17]1, predict the reaction product. The product is: [O:1]1[CH:5]=[CH:4][C:3]([C:6]2[N:11]3[N:12]=[C:13]([NH:15][C:26]([C:24]4[CH:23]=[CH:22][C:21]5[O:16][CH2:17][CH2:18][O:19][C:20]=5[CH:25]=4)=[O:27])[N:14]=[C:10]3[CH:9]=[CH:8][CH:7]=2)=[CH:2]1.